Task: Regression/Classification. Given a drug SMILES string, predict its absorption, distribution, metabolism, or excretion properties. Task type varies by dataset: regression for continuous measurements (e.g., permeability, clearance, half-life) or binary classification for categorical outcomes (e.g., BBB penetration, CYP inhibition). Dataset: rlm.. Dataset: Rat liver microsome stability data (1) The drug is CCn1c(C(=O)N(C2CC2)C2CC2)cc2c3c(ncn3C)c(Nc3cc(C)n(C)n3)nc21. The result is 0 (unstable in rat liver microsomes). (2) The molecule is O=C(Nc1cccc(OC(F)(F)F)c1)c1cc(-c2ccc[nH]2)[nH]n1. The result is 1 (stable in rat liver microsomes). (3) The compound is CC(C)(C)c1ccc(-c2c(C(=O)N3CCN(S(C)(=O)=O)CC3)cnc3ccc(F)cc23)cc1. The result is 1 (stable in rat liver microsomes). (4) The result is 1 (stable in rat liver microsomes). The molecule is CN(C(=O)CNC(=O)c1ccccc1OCC(=O)Nc1ccc(I)cc1)c1ccccc1.